From a dataset of Experimental lipophilicity measurements (octanol/water distribution) for 4,200 compounds from AstraZeneca. Regression/Classification. Given a drug SMILES string, predict its absorption, distribution, metabolism, or excretion properties. Task type varies by dataset: regression for continuous measurements (e.g., permeability, clearance, half-life) or binary classification for categorical outcomes (e.g., BBB penetration, CYP inhibition). For this dataset (lipophilicity_astrazeneca), we predict Y. (1) The compound is O=C(O)C[C@@H]1c2ccccc2C[C@H]1NC(=O)c1cc2cc(Cl)ccc2[nH]1. The Y is 1.79 logD. (2) The drug is CC(C)N(c1nnc(N)s1)C(C)C. The Y is 1.49 logD. (3) The drug is COc1cc(OC)c(S(=O)(=O)NCc2ccccc2N2CCC(CO)CC2)cc1NC(C)=O. The Y is 1.03 logD. (4) The drug is Nc1cccc(NC(=O)c2ccc(CNC(=O)OCc3cccnc3)cc2)c1. The Y is 1.60 logD. (5) The compound is Cc1cc(Nc2nc(N[C@@H](C)c3ccc(F)cn3)c(C#N)nc2C)n[nH]1. The Y is 2.61 logD. (6) The molecule is O=C1CCOc2nc(OCc3ccccc3)ccc21. The Y is 3.10 logD.